From a dataset of NCI-60 drug combinations with 297,098 pairs across 59 cell lines. Regression. Given two drug SMILES strings and cell line genomic features, predict the synergy score measuring deviation from expected non-interaction effect. Drug 2: CC1=C2C(C(=O)C3(C(CC4C(C3C(C(C2(C)C)(CC1OC(=O)C(C(C5=CC=CC=C5)NC(=O)C6=CC=CC=C6)O)O)OC(=O)C7=CC=CC=C7)(CO4)OC(=O)C)O)C)OC(=O)C. Synergy scores: CSS=48.9, Synergy_ZIP=-0.547, Synergy_Bliss=-0.709, Synergy_Loewe=2.36, Synergy_HSA=5.18. Cell line: MCF7. Drug 1: CCC1=CC2CC(C3=C(CN(C2)C1)C4=CC=CC=C4N3)(C5=C(C=C6C(=C5)C78CCN9C7C(C=CC9)(C(C(C8N6C)(C(=O)OC)O)OC(=O)C)CC)OC)C(=O)OC.C(C(C(=O)O)O)(C(=O)O)O.